Dataset: Forward reaction prediction with 1.9M reactions from USPTO patents (1976-2016). Task: Predict the product of the given reaction. (1) Given the reactants [Cl:1][C:2]1[C:6]([Cl:7])=[C:5]([CH2:8][CH3:9])[NH:4][C:3]=1[C:10]([O:12]CC)=[O:11].ClC1C=C(C(O)=O)NC=1C, predict the reaction product. The product is: [Cl:1][C:2]1[C:6]([Cl:7])=[C:5]([CH2:8][CH3:9])[NH:4][C:3]=1[C:10]([OH:12])=[O:11]. (2) Given the reactants F[C:2]1[CH:7]=[C:6]([S:8]([CH2:11][CH3:12])(=[O:10])=[O:9])[CH:5]=[C:4]([F:13])[CH:3]=1.[Cl:14][C:15]1[C:23]2[N:22]=[C:21]([CH:24]([CH3:26])[CH3:25])[N:20]([C:27]3[CH:28]=[C:29]([OH:33])[CH:30]=[CH:31][CH:32]=3)[C:19]=2[CH:18]=[CH:17][CH:16]=1, predict the reaction product. The product is: [CH:24]([C:21]1[N:20]([C:27]2[CH:32]=[CH:31][CH:30]=[C:29]([O:33][C:2]3[CH:3]=[C:4]([F:13])[CH:5]=[C:6]([S:8]([CH2:11][CH3:12])(=[O:10])=[O:9])[CH:7]=3)[CH:28]=2)[C:19]2[CH:18]=[CH:17][CH:16]=[C:15]([Cl:14])[C:23]=2[N:22]=1)([CH3:26])[CH3:25]. (3) Given the reactants [C:1]12([CH:11]([OH:31])[CH2:12][NH:13][C:14]3[C:15]4[CH2:23][CH2:22][N:21](CC5C=CC=CC=5)[CH2:20][C:16]=4[N:17]=[CH:18][N:19]=3)[CH2:10][CH:5]3[CH2:6][CH:7]([CH2:9][CH:3]([CH2:4]3)[CH2:2]1)[CH2:8]2.CO, predict the reaction product. The product is: [C:1]12([CH:11]([OH:31])[CH2:12][NH:13][C:14]3[C:15]4[CH2:23][CH2:22][NH:21][CH2:20][C:16]=4[N:17]=[CH:18][N:19]=3)[CH2:8][CH:7]3[CH2:9][CH:3]([CH2:4][CH:5]([CH2:6]3)[CH2:10]1)[CH2:2]2. (4) Given the reactants [OH:1][CH2:2][CH:3]1[CH2:8][NH:7][CH2:6][CH2:5][N:4]1[C:9]1[C:18]2[C:13](=[CH:14][C:15]([CH3:19])=[CH:16][CH:17]=2)[N:12]=[C:11]([C:20]2[CH:25]=[CH:24][CH:23]=[CH:22][C:21]=2[OH:26])[N:10]=1.[OH:27][C@H:28]([CH2:32][CH:33]([CH3:35])[CH3:34])[C:29](O)=[O:30].F[P-](F)(F)(F)(F)F.N1(O[P+](N(C)C)(N(C)C)N(C)C)C2C=CC=CC=2N=N1.C(N(CC)CC)C, predict the reaction product. The product is: [OH:27][C@H:28]([CH2:32][CH:33]([CH3:35])[CH3:34])[C:29]([N:7]1[CH2:6][CH2:5][N:4]([C:9]2[C:18]3[C:13](=[CH:14][C:15]([CH3:19])=[CH:16][CH:17]=3)[N:12]=[C:11]([C:20]3[CH:25]=[CH:24][CH:23]=[CH:22][C:21]=3[OH:26])[N:10]=2)[CH:3]([CH2:2][OH:1])[CH2:8]1)=[O:30].